Task: Predict the reactants needed to synthesize the given product.. Dataset: Full USPTO retrosynthesis dataset with 1.9M reactions from patents (1976-2016) (1) Given the product [F:17][C:2]([F:1])([F:16])[CH2:3][CH2:4][O:5][C:6]1[CH:15]=[CH:14][C:9]([C:10]([OH:12])=[O:11])=[CH:8][N:7]=1, predict the reactants needed to synthesize it. The reactants are: [F:1][C:2]([F:17])([F:16])[CH2:3][CH2:4][O:5][C:6]1[CH:15]=[CH:14][C:9]([C:10]([O:12]C)=[O:11])=[CH:8][N:7]=1.[OH-].[Na+]. (2) Given the product [Br:1][C:2]1[CH:3]=[N:4][C:5]([O:8][N:26]2[C:27]3=[N:32][CH:31]=[CH:30][CH:29]=[C:28]3[N:33]=[N:34]2)=[N:6][CH:7]=1, predict the reactants needed to synthesize it. The reactants are: [Br:1][C:2]1[CH:3]=[N:4][C:5](=[O:8])[NH:6][CH:7]=1.C1CN([P+](O[N:26]2[N:34]=[N:33][C:28]3[CH:29]=[CH:30][CH:31]=[N:32][C:27]2=3)(N2CCCC2)N2CCCC2)CC1.F[P-](F)(F)(F)(F)F.C1CCN2C(=NCCC2)CC1. (3) Given the product [CH3:22][O:21][C:18]1[CH:19]=[C:20]2[C:15]([N:14]=[CH:13][C:12](=[O:23])[N:11]2[CH:9]([CH3:10])[CH2:8][N:5]2[CH2:6][CH2:7][CH:2]([NH:1][CH2:35][C:33]3[CH:32]=[CH:31][C:28]4[O:29][CH2:30][C:25](=[O:24])[NH:26][C:27]=4[N:34]=3)[CH2:3][CH2:4]2)=[CH:16][CH:17]=1, predict the reactants needed to synthesize it. The reactants are: [NH2:1][CH:2]1[CH2:7][CH2:6][N:5]([CH2:8][CH:9]([N:11]2[C:20]3[C:15](=[CH:16][CH:17]=[C:18]([O:21][CH3:22])[CH:19]=3)[N:14]=[CH:13][C:12]2=[O:23])[CH3:10])[CH2:4][CH2:3]1.[O:24]=[C:25]1[CH2:30][O:29][C:28]2[CH:31]=[CH:32][C:33]([CH:35]=O)=[N:34][C:27]=2[NH:26]1.C(O[BH-](OC(=O)C)OC(=O)C)(=O)C.[Na+].